Dataset: Catalyst prediction with 721,799 reactions and 888 catalyst types from USPTO. Task: Predict which catalyst facilitates the given reaction. The catalyst class is: 3. Product: [N:1]1([CH:6]2[CH2:7][CH2:8][N:9]([S:12]([C:15]3[CH:16]=[CH:17][C:18]([CH2:21][NH:22][C:32]([C:24]4[O:23][C:27]5=[CH:28][N:29]=[CH:30][CH:31]=[C:26]5[CH:25]=4)=[O:33])=[N:19][CH:20]=3)(=[O:14])=[O:13])[CH2:10][CH2:11]2)[CH2:2][CH2:3][CH2:4][CH2:5]1. Reactant: [N:1]1([CH:6]2[CH2:11][CH2:10][N:9]([S:12]([C:15]3[CH:16]=[CH:17][C:18]([CH2:21][NH2:22])=[N:19][CH:20]=3)(=[O:14])=[O:13])[CH2:8][CH2:7]2)[CH2:5][CH2:4][CH2:3][CH2:2]1.[O:23]1[C:27]2=[CH:28][N:29]=[CH:30][CH:31]=[C:26]2[CH:25]=[C:24]1[C:32](O)=[O:33].CCN=C=NCCCN(C)C.C1C=CC2N(O)N=NC=2C=1.C(N(CC)CC)C.